Task: Regression. Given two drug SMILES strings and cell line genomic features, predict the synergy score measuring deviation from expected non-interaction effect.. Dataset: NCI-60 drug combinations with 297,098 pairs across 59 cell lines (1) Drug 1: CCC1(CC2CC(C3=C(CCN(C2)C1)C4=CC=CC=C4N3)(C5=C(C=C6C(=C5)C78CCN9C7C(C=CC9)(C(C(C8N6C)(C(=O)OC)O)OC(=O)C)CC)OC)C(=O)OC)O.OS(=O)(=O)O. Drug 2: CC1=C(C(=O)C2=C(C1=O)N3CC4C(C3(C2COC(=O)N)OC)N4)N. Cell line: A498. Synergy scores: CSS=27.0, Synergy_ZIP=-8.30, Synergy_Bliss=-2.04, Synergy_Loewe=-3.03, Synergy_HSA=-2.03. (2) Drug 1: C(CC(=O)O)C(=O)CN.Cl. Drug 2: C1C(C(OC1N2C=NC(=NC2=O)N)CO)O. Cell line: UO-31. Synergy scores: CSS=0.0605, Synergy_ZIP=-1.96, Synergy_Bliss=-0.373, Synergy_Loewe=-8.26, Synergy_HSA=-3.77. (3) Drug 1: CNC(=O)C1=CC=CC=C1SC2=CC3=C(C=C2)C(=NN3)C=CC4=CC=CC=N4. Drug 2: COC1=C(C=C2C(=C1)N=CN=C2NC3=CC(=C(C=C3)F)Cl)OCCCN4CCOCC4. Cell line: RPMI-8226. Synergy scores: CSS=10.8, Synergy_ZIP=4.07, Synergy_Bliss=6.72, Synergy_Loewe=2.41, Synergy_HSA=2.42.